Dataset: Forward reaction prediction with 1.9M reactions from USPTO patents (1976-2016). Task: Predict the product of the given reaction. (1) Given the reactants N1C=CC=CC=1C1OC=NC=1.BrCCC(Cl)=O.[N:18]1[CH:23]=[CH:22][CH:21]=[CH:20][C:19]=1[C:24]1[O:28][C:27]([C:29](=[O:32])[CH:30]=[CH2:31])=[N:26][CH:25]=1.[CH3:33][NH:34][CH2:35][CH2:36][CH2:37][C:38]1[CH:43]=[CH:42][CH:41]=[CH:40][CH:39]=1, predict the reaction product. The product is: [N:18]1[CH:23]=[CH:22][CH:21]=[CH:20][C:19]=1[C:24]1[O:28][C:27]([C:29](=[O:32])[CH:30]=[CH2:31])=[N:26][CH:25]=1.[CH3:33][N:34]([CH2:35][CH2:36][CH2:37][C:38]1[CH:43]=[CH:42][CH:41]=[CH:40][CH:39]=1)[CH2:31][CH2:30][C:29]([C:27]1[O:28][C:24]([C:19]2[CH:20]=[CH:21][CH:22]=[CH:23][N:18]=2)=[CH:25][N:26]=1)=[O:32]. (2) Given the reactants C[O:2][C:3]([C:5]1[CH:6]=[C:7]2[C:11](=[CH:12][C:13]=1[O:14][CH3:15])[CH2:10][CH2:9][C:8]2=[O:16])=[O:4].O[Li].O, predict the reaction product. The product is: [CH3:15][O:14][C:13]1[CH:12]=[C:11]2[C:7]([C:8](=[O:16])[CH2:9][CH2:10]2)=[CH:6][C:5]=1[C:3]([OH:4])=[O:2]. (3) Given the reactants [NH2:1][C:2]1[CH:7]=[CH:6][CH:5]=[CH:4][C:3]=1[NH:8][C:9]1[C:10]([CH3:19])=[C:11]([CH:16]=[CH:17][CH:18]=1)[C:12]([O:14][CH3:15])=[O:13].[F:20][C:21]([F:26])([F:25])[C:22](O)=O, predict the reaction product. The product is: [CH3:19][C:10]1[C:9]([N:8]2[C:3]3[CH:4]=[CH:5][CH:6]=[CH:7][C:2]=3[N:1]=[C:22]2[C:21]([F:26])([F:25])[F:20])=[CH:18][CH:17]=[CH:16][C:11]=1[C:12]([O:14][CH3:15])=[O:13]. (4) Given the reactants [I:1][C:2]#[C:3][CH2:4][N:5]([CH2:10][C:11]#[C:12][I:13])[CH2:6][C:7]#[C:8][I:9].[F:14][C:15]([F:27])([F:26])[C:16]1[CH:17]=[C:18]([CH:23]=[CH:24][CH:25]=1)[CH2:19][N:20]=[N+:21]=[N-:22], predict the reaction product. The product is: [I:1][C:2]1[N:20]([CH2:19][C:18]2[CH:23]=[CH:24][CH:25]=[C:16]([C:15]([F:26])([F:27])[F:14])[CH:17]=2)[N:21]=[N:22][C:3]=1[CH2:4][N:5]([CH2:10][C:11]1[N:22]=[N:21][N:20]([CH2:19][C:18]2[CH:23]=[CH:24][CH:25]=[C:16]([C:15]([F:14])([F:27])[F:26])[CH:17]=2)[C:12]=1[I:13])[CH2:6][C:7]1[N:22]=[N:21][N:20]([CH2:19][C:18]2[CH:23]=[CH:24][CH:25]=[C:16]([C:15]([F:26])([F:27])[F:14])[CH:17]=2)[C:8]=1[I:9]. (5) Given the reactants Cl.[F:2][C:3]1[CH:8]=[CH:7][C:6]([N:9]2[C:14](=[O:15])[C:13]3[N:16]=[CH:17][S:18][C:12]=3[N:11]=[C:10]2S)=[CH:5][CH:4]=1.O=P(Cl)(Cl)[Cl:22], predict the reaction product. The product is: [Cl:22][C:10]1[N:9]([C:6]2[CH:7]=[CH:8][C:3]([F:2])=[CH:4][CH:5]=2)[C:14](=[O:15])[C:13]2[N:16]=[CH:17][S:18][C:12]=2[N:11]=1. (6) Given the reactants [F:1][C:2]1[CH:3]=[C:4]([C:9](=O)[CH2:10][CH3:11])[CH:5]=[CH:6][C:7]=1[OH:8].[Cl:13][CH2:14][CH2:15][O:16][C:17]1[CH:22]=[CH:21][C:20]([C:23]([C:25]2[CH:30]=[CH:29][C:28]([OH:31])=[CH:27][CH:26]=2)=O)=[CH:19][CH:18]=1, predict the reaction product. The product is: [Cl:13][CH2:14][CH2:15][O:16][C:17]1[CH:22]=[CH:21][C:20]([C:23]([C:25]2[CH:30]=[CH:29][C:28]([OH:31])=[CH:27][CH:26]=2)=[C:9]([C:4]2[CH:5]=[CH:6][C:7]([OH:8])=[C:2]([F:1])[CH:3]=2)[CH2:10][CH3:11])=[CH:19][CH:18]=1. (7) Given the reactants [Cl:1][C:2]1[CH:10]=[CH:9][C:8]([I:11])=[CH:7][C:3]=1[C:4](Cl)=[O:5].[Cl-].[Cl-].[Cl-].[Al+3].[C:16]1([O:22][CH3:23])[CH:21]=[CH:20][CH:19]=[CH:18][CH:17]=1, predict the reaction product. The product is: [Cl:1][C:2]1[CH:10]=[CH:9][C:8]([I:11])=[CH:7][C:3]=1[C:4]([C:19]1[CH:20]=[CH:21][C:16]([O:22][CH3:23])=[CH:17][CH:18]=1)=[O:5]. (8) Given the reactants [Br:1][C:2]1[CH:3]=[C:4]([CH2:9][OH:10])[CH:5]=[CH:6][C:7]=1I.[C:11]([O:15][CH3:16])(=[O:14])[CH:12]=[CH2:13].C(=O)([O-])[O-].[K+].[K+].C(OCC)(=O)C, predict the reaction product. The product is: [Br:1][C:2]1[CH:3]=[C:4]([CH2:9][OH:10])[CH:5]=[CH:6][C:7]=1/[CH:13]=[CH:12]/[C:11]([O:15][CH3:16])=[O:14].